This data is from Reaction yield outcomes from USPTO patents with 853,638 reactions. The task is: Predict the reaction yield, written as a fraction of the theoretical maximum amount of product (1.0 means a 100% yield; for example, 0.34 means a 34% yield). The reactants are [Br:1][C:2]1[CH:7]=[CH:6][C:5]([C@@H:8]([N:10]2[CH2:15][CH2:14][C@:13]([CH2:22][C:23](=[O:25])[CH3:24])([C:16]3[CH:21]=[CH:20][CH:19]=[CH:18][CH:17]=3)[O:12][C:11]2=[O:26])[CH3:9])=[CH:4][CH:3]=1.[CH3:27][Mg]Br. The catalyst is C1COCC1. The product is [Br:1][C:2]1[CH:7]=[CH:6][C:5]([C@@H:8]([N:10]2[CH2:15][CH2:14][C@:13]([CH2:22][C:23]([OH:25])([CH3:27])[CH3:24])([C:16]3[CH:17]=[CH:18][CH:19]=[CH:20][CH:21]=3)[O:12][C:11]2=[O:26])[CH3:9])=[CH:4][CH:3]=1. The yield is 0.530.